This data is from Full USPTO retrosynthesis dataset with 1.9M reactions from patents (1976-2016). The task is: Predict the reactants needed to synthesize the given product. Given the product [CH3:1][C:2]1[N:3]=[C:4]([NH:15][C:16]([N:18]2[CH:22]=[CH:21][N:20]=[CH:19]2)=[O:17])[S:5][C:6]=1[C:7]#[C:8][C:9]1[CH:10]=[N:11][CH:12]=[CH:13][CH:14]=1, predict the reactants needed to synthesize it. The reactants are: [CH3:1][C:2]1[N:3]=[C:4]([NH2:15])[S:5][C:6]=1[C:7]#[C:8][C:9]1[CH:10]=[N:11][CH:12]=[CH:13][CH:14]=1.[C:16](N1C=CN=C1)([N:18]1[CH:22]=[CH:21][N:20]=[CH:19]1)=[O:17].C(N(CC)CC)C.CC(OC)(C)C.